This data is from Forward reaction prediction with 1.9M reactions from USPTO patents (1976-2016). The task is: Predict the product of the given reaction. (1) Given the reactants [N-:1]=[N+:2]=[N-:3].[Na+].[F:5][C:6]1[CH:11]=[C:10]([N:12]2[CH2:16][CH:15]([CH2:17]I)[O:14][C:13]2=[O:19])[CH:9]=[CH:8][C:7]=1[N:20]1[CH2:28][CH:27]2[CH:22]([O:23][CH2:24][CH2:25][N:26]2[C:29]([O:31][C:32]([CH3:35])([CH3:34])[CH3:33])=[O:30])[CH2:21]1, predict the reaction product. The product is: [N:1]([CH2:17][CH:15]1[O:14][C:13](=[O:19])[N:12]([C:10]2[CH:9]=[CH:8][C:7]([N:20]3[CH2:28][CH:27]4[CH:22]([O:23][CH2:24][CH2:25][N:26]4[C:29]([O:31][C:32]([CH3:35])([CH3:34])[CH3:33])=[O:30])[CH2:21]3)=[C:6]([F:5])[CH:11]=2)[CH2:16]1)=[N+:2]=[N-:3]. (2) Given the reactants [CH2:1]([O:4][C:5]1[CH:12]=[CH:11][C:8]([CH:9]=O)=[CH:7][CH:6]=1)[CH2:2][CH3:3].[CH2:13]([NH2:19])[C:14]1[O:18][CH:17]=[CH:16][CH:15]=1.COC(OC)OC.[BH4-].[Na+], predict the reaction product. The product is: [CH2:1]([O:4][C:5]1[CH:12]=[CH:11][C:8]([CH2:9][NH:19][CH2:13][C:14]2[O:18][CH:17]=[CH:16][CH:15]=2)=[CH:7][CH:6]=1)[CH2:2][CH3:3]. (3) Given the reactants [C:1]([O:5][C:6](=[O:22])[NH:7][C:8]1[CH:13]=[C:12]([O:14][CH2:15][CH3:16])[C:11]([C:17]([F:20])([F:19])[F:18])=[CH:10][C:9]=1[NH2:21])([CH3:4])([CH3:3])[CH3:2].C([O:27][C:28](=O)[CH2:29][C:30](=[O:43])[C:31]1[CH:36]=[CH:35][CH:34]=[C:33]([C:37]2[CH:38]=[N:39][CH:40]=[CH:41][CH:42]=2)[CH:32]=1)(C)(C)C, predict the reaction product. The product is: [C:1]([O:5][C:6](=[O:22])[NH:7][C:8]1[CH:13]=[C:12]([O:14][CH2:15][CH3:16])[C:11]([C:17]([F:20])([F:19])[F:18])=[CH:10][C:9]=1[NH:21][C:28](=[O:27])[CH2:29][C:30](=[O:43])[C:31]1[CH:36]=[CH:35][CH:34]=[C:33]([C:37]2[CH:38]=[N:39][CH:40]=[CH:41][CH:42]=2)[CH:32]=1)([CH3:2])([CH3:3])[CH3:4]. (4) Given the reactants [Br:1][C:2]1[CH:7]=[C:6]([O:8][C:9]2[CH:14]=[CH:13][C:12]([F:15])=[CH:11][C:10]=2[F:16])[CH:5]=[C:4]([N+:17]([O-])=O)[C:3]=1[CH3:20].O.[Cl-].[NH4+], predict the reaction product. The product is: [Br:1][C:2]1[C:3]([CH3:20])=[C:4]([NH2:17])[CH:5]=[C:6]([O:8][C:9]2[CH:14]=[CH:13][C:12]([F:15])=[CH:11][C:10]=2[F:16])[CH:7]=1. (5) The product is: [NH2:12][C:3]1[C:4]2[C:5](=[N:6][S:7][N:8]=2)[C:9]([CH3:11])=[CH:10][C:2]=1[CH3:1]. Given the reactants [CH3:1][C:2]1[CH:10]=[C:9]([CH3:11])[C:5]2=[N:6][S:7][N:8]=[C:4]2[C:3]=1[N+:12]([O-])=O.C(O)C.S(S([O-])=O)([O-])=O.[Na+].[Na+], predict the reaction product. (6) Given the reactants [OH:1][C:2]1[CH:27]=[CH:26][C:5]2[N:6]([CH:19]([CH2:24][CH3:25])[C:20]([O:22]C)=[O:21])[C:7](=[N:9][C:10](=[O:18])[C:11]3[CH:16]=[CH:15][C:14]([CH3:17])=[CH:13][CH:12]=3)[S:8][C:4]=2[CH:3]=1.O1CCCC1.[OH-].[Na+], predict the reaction product. The product is: [OH:1][C:2]1[CH:27]=[CH:26][C:5]2[N:6]([CH:19]([CH2:24][CH3:25])[C:20]([OH:22])=[O:21])[C:7](=[N:9][C:10](=[O:18])[C:11]3[CH:12]=[CH:13][C:14]([CH3:17])=[CH:15][CH:16]=3)[S:8][C:4]=2[CH:3]=1. (7) Given the reactants [CH:1]([C:4]1[N:5]=[C:6]([C:9]([NH:11][C:12]2[C:17]([Cl:18])=[C:16]([O:19][CH3:20])[CH:15]=[CH:14][C:13]=2[C:21](=[O:23])[CH3:22])=O)[S:7][CH:8]=1)([CH3:3])[CH3:2].OC1C2C(=C(C)C(OC)=CC=2)N=C(C2SC=C(C(C)C)N=2)C=1, predict the reaction product. The product is: [Cl:18][C:17]1[C:16]([O:19][CH3:20])=[CH:15][CH:14]=[C:13]2[C:12]=1[N:11]=[C:9]([C:6]1[S:7][CH:8]=[C:4]([CH:1]([CH3:3])[CH3:2])[N:5]=1)[CH:22]=[C:21]2[OH:23].